This data is from Catalyst prediction with 721,799 reactions and 888 catalyst types from USPTO. The task is: Predict which catalyst facilitates the given reaction. (1) Reactant: [Cl:1][C:2]1[CH:7]=[CH:6][C:5]([NH2:8])=[C:4]([C:9]2[CH:13]=[C:12]([C:14]3[CH:19]=[CH:18][C:17]([Cl:20])=[CH:16][C:15]=3[Cl:21])[O:11][N:10]=2)[CH:3]=1.[O:22](S(C(F)(F)F)(=O)=O)[S:23]([C:26]([F:29])([F:28])[F:27])(=O)=[O:24]. Product: [Cl:1][C:2]1[CH:7]=[CH:6][C:5]([NH:8][S:23]([C:26]([F:29])([F:28])[F:27])(=[O:24])=[O:22])=[C:4]([C:9]2[CH:13]=[C:12]([C:14]3[CH:19]=[CH:18][C:17]([Cl:20])=[CH:16][C:15]=3[Cl:21])[O:11][N:10]=2)[CH:3]=1. The catalyst class is: 4. (2) Reactant: [CH2:1]([C:5]1[CH:10]=[CH:9][C:8]([NH:11]C(=O)C)=[C:7]([Cl:15])[CH:6]=1)[CH2:2][CH2:3][CH3:4].Cl.[OH-].[K+]. Product: [Cl:15][C:7]1[CH:6]=[C:5]([CH2:1][CH2:2][CH2:3][CH3:4])[CH:10]=[CH:9][C:8]=1[NH2:11]. The catalyst class is: 8. (3) Reactant: I[C:2]1[CH:7]=[CH:6][N:5]=[C:4]2[N:8]([C:11]3[CH:16]=[CH:15][C:14]([F:17])=[C:13]([F:18])[C:12]=3[F:19])[N:9]=[CH:10][C:3]=12.CC1(C)C(C)(C)[O:24][B:23](B2OC(C)(C)C(C)(C)O2)[O:22]1.C([O-])(=O)C.[K+].C(Cl)Cl. Product: [F:19][C:12]1[C:13]([F:18])=[C:14]([F:17])[CH:15]=[CH:16][C:11]=1[N:8]1[C:4]2=[N:5][CH:6]=[CH:7][C:2]([B:23]([OH:24])[OH:22])=[C:3]2[CH:10]=[N:9]1. The catalyst class is: 16. (4) Reactant: [F:1][C:2]([F:7])([F:6])[C:3]([NH2:5])=[NH:4].F[P-](F)(F)(F)(F)F.[Cl:15]/[C:16](=[CH:21]\N(C)C)/[CH:17]=[N+](C)C.C(N(CC)CC)C. Product: [Cl:15][C:16]1[CH:17]=[N:4][C:3]([C:2]([F:7])([F:6])[F:1])=[N:5][CH:21]=1. The catalyst class is: 10. (5) Reactant: [CH2:1]([O:8][C:9]1[CH:14]=[CH:13][C:12]([C:15]#[C:16][C:17]([OH:19])=O)=[CH:11][CH:10]=1)[C:2]1[CH:7]=[CH:6][CH:5]=[CH:4][CH:3]=1.O.ON1C2C=CC=CC=2N=N1.Cl.C(N(C(C)C)CC)(C)C.Cl.Cl.[NH:43]([C:45]1[CH:46]=[CH:47][C:48]([O:51][CH3:52])=[N:49][CH:50]=1)[NH2:44].NN. Product: [CH2:1]([O:8][C:9]1[CH:10]=[CH:11][C:12]([C:15]2[N:43]([C:45]3[CH:50]=[N:49][C:48]([O:51][CH3:52])=[CH:47][CH:46]=3)[N:44]=[C:17]([OH:19])[CH:16]=2)=[CH:13][CH:14]=1)[C:2]1[CH:3]=[CH:4][CH:5]=[CH:6][CH:7]=1. The catalyst class is: 60. (6) Reactant: C([O:3][C:4]([C:6](O)([CH2:12][C:13]([C:15]1[CH:20]=[CH:19][C:18]([CH3:21])=[C:17]([F:22])[CH:16]=1)=O)[C:7](OCC)=[O:8])=[O:5])C.O.[NH2:25][NH2:26].[OH-].[Na+].Cl. Product: [C:4]([C:6]1[C:7](=[O:8])[NH:25][N:26]=[C:13]([C:15]2[CH:20]=[CH:19][C:18]([CH3:21])=[C:17]([F:22])[CH:16]=2)[CH:12]=1)([OH:3])=[O:5]. The catalyst class is: 32. (7) Reactant: [C:1]([O:5][C:6]([N:8]1[CH2:13][CH:12]=[C:11]([C:14]2[N:23]([S:24]([C:27]3[CH:32]=[CH:31][CH:30]=[CH:29][CH:28]=3)(=[O:26])=[O:25])[C:17]3[N:18]=[CH:19][N:20]=[C:21](Cl)[C:16]=3[CH:15]=2)[CH2:10][CH2:9]1)=[O:7])([CH3:4])([CH3:3])[CH3:2].[NH2:33][C:34]1[CH:35]=[C:36]2[C:40](=[CH:41][CH:42]=1)[NH:39][CH:38]=[CH:37]2. Product: [C:1]([O:5][C:6]([N:8]1[CH2:13][CH:12]=[C:11]([C:14]2[N:23]([S:24]([C:27]3[CH:32]=[CH:31][CH:30]=[CH:29][CH:28]=3)(=[O:26])=[O:25])[C:17]3[N:18]=[CH:19][N:20]=[C:21]([NH:33][C:34]4[CH:35]=[C:36]5[C:40](=[CH:41][CH:42]=4)[NH:39][CH:38]=[CH:37]5)[C:16]=3[CH:15]=2)[CH2:10][CH2:9]1)=[O:7])([CH3:4])([CH3:3])[CH3:2]. The catalyst class is: 51. (8) Product: [ClH:31].[CH2:2]([N:9]([C@@H:10]([CH2:12][CH:13]([C:14]1[CH:19]=[CH:18][C:17]([O:20][CH3:21])=[CH:16][CH:15]=1)[C:22]1[CH:23]=[CH:24][C:25]([O:28][CH3:29])=[CH:26][CH:27]=1)[CH3:11])[CH2:44][C@H:43]([OH:45])[CH2:42][O:35][C:36]1[CH:41]=[CH:40][CH:39]=[CH:38][CH:37]=1)[C:3]1[CH:4]=[CH:5][CH:6]=[CH:7][CH:8]=1. The catalyst class is: 4. Reactant: Cl.[CH2:2]([NH:9][C@@H:10]([CH2:12][CH:13]([C:22]1[CH:27]=[CH:26][C:25]([O:28][CH3:29])=[CH:24][CH:23]=1)[C:14]1[CH:19]=[CH:18][C:17]([O:20][CH3:21])=[CH:16][CH:15]=1)[CH3:11])[C:3]1[CH:8]=[CH:7][CH:6]=[CH:5][CH:4]=1.[Sn](Cl)(Cl)(Cl)[Cl:31].[O:35]([CH2:42][C@H:43]1[O:45][CH2:44]1)[C:36]1[CH:41]=[CH:40][CH:39]=[CH:38][CH:37]=1.Cl. (9) Reactant: [Cl:1][C:2]1[N:7]=[CH:6][C:5]([NH:8]C(=O)OC(C)(C)C)=[C:4]([C:16]#[C:17][CH:18]2[CH2:21][CH2:20][CH2:19]2)[CH:3]=1.CC([O-])(C)C.[K+]. Product: [Cl:1][C:2]1[CH:3]=[C:4]2[CH:16]=[C:17]([CH:18]3[CH2:21][CH2:20][CH2:19]3)[NH:8][C:5]2=[CH:6][N:7]=1. The catalyst class is: 18.